Dataset: Forward reaction prediction with 1.9M reactions from USPTO patents (1976-2016). Task: Predict the product of the given reaction. (1) The product is: [CH:1]1([S:4]([C:7]2[CH:12]=[CH:11][C:10]([CH:13]([C:21]3[NH:25][C:24]([C:26]([NH2:32])=[O:28])=[CH:23][CH:22]=3)[CH2:14][CH:15]3[CH2:20][CH2:19][O:18][CH2:17][CH2:16]3)=[CH:9][CH:8]=2)(=[O:6])=[O:5])[CH2:2][CH2:3]1. Given the reactants [CH:1]1([S:4]([C:7]2[CH:12]=[CH:11][C:10]([CH:13]([C:21]3[NH:25][C:24]([C:26]([OH:28])=O)=[CH:23][CH:22]=3)[CH2:14][CH:15]3[CH2:20][CH2:19][O:18][CH2:17][CH2:16]3)=[CH:9][CH:8]=2)(=[O:6])=[O:5])[CH2:3][CH2:2]1.Cl.C([N:32]=C=NCCCN(C)C)C.[NH4+].ON1C2C=CC=CC=2N=N1.O, predict the reaction product. (2) Given the reactants [N:1]1[CH:6]=[CH:5][CH:4]=[CH:3][C:2]=1[CH2:7][CH2:8]O.C1(P(C2C=CC=CC=2)C2C=CC=CC=2)C=CC=CC=1.C(Br)(Br)(Br)[Br:30].C(OCC)C, predict the reaction product. The product is: [Br:30][CH2:8][CH2:7][C:2]1[CH:3]=[CH:4][CH:5]=[CH:6][N:1]=1. (3) Given the reactants [CH3:1][C:2]1[CH:3]=[CH:4][C:5]2[CH:9]=[C:8](B(O)O)[S:7][C:6]=2[CH:13]=1.Br[C:15]1[CH:20]=[CH:19][C:18]([C:21]2[CH:26]=[CH:25][CH:24]=[CH:23][CH:22]=2)=[C:17]([C:27]([F:30])([F:29])[F:28])[CH:16]=1.[Al].C(=O)([O-])[O-].[Na+].[Na+], predict the reaction product. The product is: [CH3:1][C:2]1[CH:3]=[CH:4][C:5]2[CH:9]=[C:8]([C:15]3[CH:20]=[CH:19][C:18]([C:21]4[CH:26]=[CH:25][CH:24]=[CH:23][CH:22]=4)=[C:17]([C:27]([F:28])([F:30])[F:29])[CH:16]=3)[S:7][C:6]=2[CH:13]=1. (4) Given the reactants [N:1]1([CH2:7][C:8]2[N:13]=[C:12]([NH2:14])[CH:11]=[CH:10][CH:9]=2)[CH2:6][CH2:5][NH:4][CH2:3][CH2:2]1.[C:15](=O)([O:21]C(C)(C)C)[O:16][C:17]([CH3:20])([CH3:19])[CH3:18], predict the reaction product. The product is: [NH2:14][C:12]1[N:13]=[C:8]([CH2:7][N:1]2[CH2:6][CH2:5][N:4]([C:15]([O:16][C:17]([CH3:20])([CH3:19])[CH3:18])=[O:21])[CH2:3][CH2:2]2)[CH:9]=[CH:10][CH:11]=1. (5) Given the reactants F[CH:2](F)[C:3]1[C:11]2[C:10](F)(F)[CH2:9][CH2:8][C:7](F)(F)[C:6]=2N(CC(N[C@H](C2C(C3C=C4C(=CC=3)CNC4=O)=CN=C(C#CC(O)(C)C)N=2)CC2C=C(F)C=C(F)C=2)=O)N=1.[F:53][CH:54]([F:100])[C:55]1[C:63]2[C:62]([F:65])([F:64])[CH2:61][CH2:60][C:59]([F:67])([F:66])[C:58]=2[N:57]([CH2:68][C:69]([NH:71][C@H:72]([C:82]2[C:87]([C:88]3[CH:89]=[C:90]4[C:94](=[CH:95][CH:96]=3)[CH2:93][NH:92][C:91]4=[O:97])=[CH:86][N:85]=[C:84](SC)[N:83]=2)[CH2:73][C:74]2[CH:79]=[C:78]([F:80])[CH:77]=[C:76]([F:81])[CH:75]=2)=[O:70])[N:56]=1.C(C1C=CC=CC=1)#C, predict the reaction product. The product is: [F:53][CH:54]([F:100])[C:55]1[C:63]2[C:62]([F:65])([F:64])[CH2:61][CH2:60][C:59]([F:67])([F:66])[C:58]=2[N:57]([CH2:68][C:69]([NH:71][C@H:72]([C:82]2[C:87]([C:88]3[CH:89]=[C:90]4[C:94](=[CH:95][CH:96]=3)[CH2:93][NH:92][C:91]4=[O:97])=[CH:86][N:85]=[C:84]([C:2]#[C:3][C:11]3[CH:10]=[CH:9][CH:8]=[CH:7][CH:6]=3)[N:83]=2)[CH2:73][C:74]2[CH:79]=[C:78]([F:80])[CH:77]=[C:76]([F:81])[CH:75]=2)=[O:70])[N:56]=1. (6) Given the reactants [NH2:1][C:2]1[N:7]=[C:6]([S:8]([NH:11][C:12]([C:14]2[C:15]([N:21]3[CH2:25][C@@H:24]([CH3:26])[CH2:23][C:22]3([CH3:28])[CH3:27])=[N:16][C:17](Cl)=[N:18][CH:19]=2)=[O:13])(=[O:10])=[O:9])[CH:5]=[CH:4][CH:3]=1.C1(P(C2C=CC=CC=2)C2C=CC=CC=2)CCCC1.[F:47][C:48]1[CH:49]=[C:50](B(O)O)[CH:51]=[C:52]([O:54][CH2:55][CH:56]([CH3:58])[CH3:57])[CH:53]=1.C(=O)([O-])[O-].[Na+].[Na+], predict the reaction product. The product is: [NH2:1][C:2]1[N:7]=[C:6]([S:8]([NH:11][C:12]([C:14]2[C:15]([N:21]3[CH2:25][C@@H:24]([CH3:26])[CH2:23][C:22]3([CH3:28])[CH3:27])=[N:16][C:17]([C:50]3[CH:51]=[C:52]([O:54][CH2:55][CH:56]([CH3:57])[CH3:58])[CH:53]=[C:48]([F:47])[CH:49]=3)=[N:18][CH:19]=2)=[O:13])(=[O:10])=[O:9])[CH:5]=[CH:4][CH:3]=1. (7) Given the reactants [Cl:1][C:2]1[CH:3]=[C:4]([CH:20]=[CH:21][CH:22]=1)[O:5][CH:6]1[CH2:9][N:8]([C:10]2[N:18]=[CH:17][C:16]([F:19])=[CH:15][C:11]=2[C:12](O)=[O:13])[CH2:7]1.Cl.[NH2:24][C:25]1([C:28]2[CH:37]=[CH:36][C:31]([C:32]([O:34][CH3:35])=[O:33])=[CH:30][CH:29]=2)[CH2:27][CH2:26]1, predict the reaction product. The product is: [Cl:1][C:2]1[CH:3]=[C:4]([CH:20]=[CH:21][CH:22]=1)[O:5][CH:6]1[CH2:7][N:8]([C:10]2[N:18]=[CH:17][C:16]([F:19])=[CH:15][C:11]=2[C:12]([NH:24][C:25]2([C:28]3[CH:37]=[CH:36][C:31]([C:32]([O:34][CH3:35])=[O:33])=[CH:30][CH:29]=3)[CH2:27][CH2:26]2)=[O:13])[CH2:9]1. (8) Given the reactants N#N.C([O:5][C:6]([C:8]1[S:9][CH:10]=[C:11]([CH2:13][Cl:14])[N:12]=1)=O)C.CC(C[AlH]CC(C)C)C.[C@H](O)(C([O-])=O)[C@@H](O)C([O-])=O.[Na+].[K+], predict the reaction product. The product is: [Cl:14][CH2:13][C:11]1[N:12]=[C:8]([CH2:6][OH:5])[S:9][CH:10]=1. (9) Given the reactants [Cl:1][C:2]1[N:10]=[CH:9][N:8]=[C:7]2[C:3]=1[N:4]=[CH:5][N:6]2[C@@H:11]1[CH2:15][C@H:14]([CH2:16][OH:17])[C@@H:13]([OH:18])[C@H:12]1[OH:19].N12CCCN=C1CCCCC2.Cl[Si:32]([CH:45]([CH3:47])[CH3:46])([CH:42]([CH3:44])[CH3:43])[O:33][Si:34](Cl)([CH:38]([CH3:40])[CH3:39])[CH:35]([CH3:37])[CH3:36], predict the reaction product. The product is: [Cl:1][C:2]1[N:10]=[CH:9][N:8]=[C:7]2[C:3]=1[N:4]=[CH:5][N:6]2[C@H:11]1[C@H:12]([OH:19])[C@@H:13]2[O:18][Si:32]([CH:42]([CH3:44])[CH3:43])([CH:45]([CH3:47])[CH3:46])[O:33][Si:34]([CH:38]([CH3:40])[CH3:39])([CH:35]([CH3:36])[CH3:37])[O:17][CH2:16][C@H:14]2[CH2:15]1. (10) Given the reactants [CH3:1][C:2]1[CH:13]=[C:6]2[C:7]([O:9][C:10](=[O:12])[NH:11][C:5]2=[CH:4][CH:3]=1)=[O:8].[N+:14]([O-])([O-:16])=[O:15].[K+], predict the reaction product. The product is: [CH3:1][C:2]1[CH:13]=[C:6]2[C:7]([O:9][C:10](=[O:12])[NH:11][C:5]2=[C:4]([N+:14]([O-:16])=[O:15])[CH:3]=1)=[O:8].